Dataset: Reaction yield outcomes from USPTO patents with 853,638 reactions. Task: Predict the reaction yield, written as a fraction of the theoretical maximum amount of product (1.0 means a 100% yield; for example, 0.34 means a 34% yield). (1) The reactants are [Cl:1][C:2]1[C:3]([CH3:28])=[C:4]([C:20]2[CH:21]=[N:22][C:23]([C:26]#N)=[CH:24][CH:25]=2)[C:5]([O:18][CH3:19])=[C:6]([C@@H:8]([NH:10][C:11](=[O:17])[O:12][C:13]([CH3:16])([CH3:15])[CH3:14])[CH3:9])[CH:7]=1.[OH-:29].[Na+].[OH2:31]. The catalyst is C(O)C. The product is [C:13]([O:12][C:11]([NH:10][C@H:8]([C:6]1[C:5]([O:18][CH3:19])=[C:4]([C:20]2[CH:25]=[CH:24][C:23]([C:26]([OH:31])=[O:29])=[N:22][CH:21]=2)[C:3]([CH3:28])=[C:2]([Cl:1])[CH:7]=1)[CH3:9])=[O:17])([CH3:14])([CH3:16])[CH3:15]. The yield is 0.860. (2) The product is [CH3:1][C:2]1[C:6]([C:7](=[O:9])[CH3:8])=[C:5]([CH3:10])[O:4][N:3]=1. The reactants are [CH3:1][C:2]1[C:6]([CH:7]([OH:9])[CH3:8])=[C:5]([CH3:10])[O:4][N:3]=1.C1C=C[NH+]=CC=1.[O-][Cr](Cl)(=O)=O.O. The catalyst is C(Cl)Cl. The yield is 0.340. (3) The reactants are [CH2:1]([O:3][C:4]([C:6]1[N:7]([CH3:22])[C:8]([CH2:20][CH3:21])=[C:9]([C:18]#[N:19])[C:10]=1[C:11]1[CH:16]=[CH:15][C:14]([OH:17])=[CH:13][CH:12]=1)=[O:5])[CH3:2].N1C=CC=CC=1.[F:29][C:30]([F:43])([F:42])[S:31](O[S:31]([C:30]([F:43])([F:42])[F:29])(=[O:33])=[O:32])(=[O:33])=[O:32].O. The catalyst is C(Cl)Cl.CCOC(C)=O. The product is [CH2:1]([O:3][C:4]([C:6]1[N:7]([CH3:22])[C:8]([CH2:20][CH3:21])=[C:9]([C:18]#[N:19])[C:10]=1[C:11]1[CH:16]=[CH:15][C:14]([O:17][S:31]([C:30]([F:43])([F:42])[F:29])(=[O:33])=[O:32])=[CH:13][CH:12]=1)=[O:5])[CH3:2]. The yield is 0.880. (4) The reactants are [CH3:1][N:2]1[C:10]2[C:5](=[CH:6][CH:7]=[CH:8][CH:9]=2)[CH:4]=[C:3]1[C:11]1[CH:16]=[CH:15][CH:14]=[CH:13][CH:12]=1.CO/[CH:19]=[CH:20]/[C:21]([O:23][CH3:24])=[O:22].P(Cl)(Cl)(Cl)=O. The catalyst is C(OCC)(=O)C.O.C(O)(=O)C. The product is [CH3:1][N:2]1[C:10]2[C:5](=[CH:6][CH:7]=[CH:8][CH:9]=2)[C:4](/[CH:19]=[CH:20]/[C:21]([O:23][CH3:24])=[O:22])=[C:3]1[C:11]1[CH:16]=[CH:15][CH:14]=[CH:13][CH:12]=1. The yield is 0.760. (5) The reactants are C([O:4][CH2:5][CH2:6][O:7][CH2:8][CH2:9][NH:10][C:11]([CH3:14])([CH3:13])[CH3:12])(=O)C.C[O-].[Na+]. The catalyst is CO. The product is [C:11]([NH:10][CH2:9][CH2:8][O:7][CH2:6][CH2:5][OH:4])([CH3:14])([CH3:13])[CH3:12]. The yield is 0.700. (6) The reactants are [Cl:1][C:2]1[C:7]([N+:8]([O-])=O)=[CH:6][CH:5]=[CH:4][N:3]=1.[CH:11]([Mg]Br)=[CH2:12]. The catalyst is O1CCCC1. The product is [Cl:1][C:2]1[N:3]=[CH:4][CH:5]=[C:6]2[CH:12]=[CH:11][NH:8][C:7]=12. The yield is 0.364. (7) The reactants are Cl[C:2]1[C:7]([CH3:8])=[N:6][C:5]([CH3:9])=[CH:4][N:3]=1.[CH:10]1[C:18]2[C:17]3[CH:19]=[CH:20][CH:21]=[CH:22][C:16]=3[O:15][C:14]=2[CH:13]=[CH:12][C:11]=1B(O)O.C(=O)([O-])[O-].[Na+].[Na+]. The catalyst is Cl[Pd](Cl)([P](C1C=CC=CC=1)(C1C=CC=CC=1)C1C=CC=CC=1)[P](C1C=CC=CC=1)(C1C=CC=CC=1)C1C=CC=CC=1.ClCCl.O.C(#N)C. The product is [CH3:8][C:7]1[C:2]([C:20]2[CH:21]=[CH:22][C:16]3[O:15][C:14]4[CH:13]=[CH:12][CH:11]=[CH:10][C:18]=4[C:17]=3[CH:19]=2)=[N:3][CH:4]=[C:5]([CH3:9])[N:6]=1. The yield is 0.940.